Dataset: Forward reaction prediction with 1.9M reactions from USPTO patents (1976-2016). Task: Predict the product of the given reaction. (1) Given the reactants CC(C)CN[C:5]1[C:14]2[C:9](=[CH:10][CH:11]=[CH:12][CH:13]=2)[N:8]=[CH:7][C:6]=1[NH2:15].[C:17](=[S:19])=[S:18].C(O)C, predict the reaction product. The product is: [S:18]1[C:5]2[C:14]3[CH:13]=[CH:12][CH:11]=[CH:10][C:9]=3[N:8]=[CH:7][C:6]=2[N:15]=[C:17]1[SH:19]. (2) Given the reactants C(O)=O.[NH2:4][CH2:5][CH2:6][NH:7][S:8]([C:11]1[CH:16]=[CH:15][C:14]([C:17]2[CH:22]=[CH:21][N:20]=[C:19]3[NH:23][C:24]([C:26]#[C:27][CH2:28][OH:29])=[CH:25][C:18]=23)=[CH:13][CH:12]=1)(=[O:10])=[O:9], predict the reaction product. The product is: [NH2:4][CH2:5][CH2:6][NH:7][S:8]([C:11]1[CH:12]=[CH:13][C:14]([C:17]2[CH:22]=[CH:21][N:20]=[C:19]3[NH:23][C:24]([CH2:26][CH2:27][CH2:28][OH:29])=[CH:25][C:18]=23)=[CH:15][CH:16]=1)(=[O:9])=[O:10]. (3) Given the reactants [CH2:1]([C:3]([C:21]1[CH:26]=[CH:25][C:24]([OH:27])=[C:23]([CH3:28])[CH:22]=1)([C:6]1[CH:11]=[CH:10][C:9](/[CH:12]=[CH:13]/[C:14]([CH2:18][CH3:19])([OH:17])[CH2:15][CH3:16])=[C:8]([CH3:20])[CH:7]=1)[CH2:4][CH3:5])[CH3:2].[O:29]=[C:30]1[O:34][C@@H:33]([CH2:35]OS(C2C=CC(C)=CC=2)(=O)=O)[CH2:32][CH2:31]1, predict the reaction product. The product is: [CH2:1]([C:3]([C:21]1[CH:26]=[CH:25][C:24]([O:27][CH2:35][C@@H:33]2[O:34][C:30](=[O:29])[CH2:31][CH2:32]2)=[C:23]([CH3:28])[CH:22]=1)([C:6]1[CH:11]=[CH:10][C:9](/[CH:12]=[CH:13]/[C:14]([CH2:15][CH3:16])([OH:17])[CH2:18][CH3:19])=[C:8]([CH3:20])[CH:7]=1)[CH2:4][CH3:5])[CH3:2]. (4) Given the reactants [C:1]([CH2:3][C:4]([O:6][CH2:7][CH3:8])=[O:5])#[N:2].[C:9](OCC)(OCC)([O:11][CH2:12][CH3:13])[CH3:10], predict the reaction product. The product is: [CH2:9]([O:11][CH2:12][CH:13]=[C:3]([C:1]#[N:2])[C:4]([O:6][CH2:7][CH3:8])=[O:5])[CH3:10]. (5) Given the reactants [C:1]([CH2:3][NH:4][C:5](=[O:22])[C@H:6]([CH2:15][CH:16]1[CH2:21][CH2:20][CH2:19][CH2:18][CH2:17]1)[NH:7][C:8]1[CH:13]=[CH:12][N:11]=[C:10](F)[N:9]=1)#[N:2].[Cl:23][C:24]1[CH:29]=[CH:28][C:27]([N:30]2[CH2:35][CH2:34][NH:33][CH2:32][CH2:31]2)=[CH:26][CH:25]=1, predict the reaction product. The product is: [Cl:23][C:24]1[CH:25]=[CH:26][C:27]([N:30]2[CH2:35][CH2:34][N:33]([C:10]3[N:9]=[C:8]([NH:7][C@H:6]([C:5]([NH:4][CH2:3][C:1]#[N:2])=[O:22])[CH2:15][CH:16]4[CH2:21][CH2:20][CH2:19][CH2:18][CH2:17]4)[CH:13]=[CH:12][N:11]=3)[CH2:32][CH2:31]2)=[CH:28][CH:29]=1.